From a dataset of Full USPTO retrosynthesis dataset with 1.9M reactions from patents (1976-2016). Predict the reactants needed to synthesize the given product. (1) Given the product [C:25]([O:29][C:30](=[O:42])[NH:31][CH2:32][C:33]1[CH:38]=[CH:37][C:36]([S:39]([CH3:40])=[N:23][C:22]#[N:21])=[CH:35][C:34]=1[F:41])([CH3:28])([CH3:26])[CH3:27], predict the reactants needed to synthesize it. The reactants are: FC1C=C(C=CC=1S(C)=[N:21][C:22]#[N:23])CN1C(=O)C2C(=CC=CC=2)C1=O.[C:25]([O:29][C:30](=[O:42])[NH:31][CH2:32][C:33]1[CH:38]=[CH:37][C:36]([S:39][CH3:40])=[CH:35][C:34]=1[F:41])([CH3:28])([CH3:27])[CH3:26]. (2) Given the product [Br-:15].[CH2:10]([O:12][C:13](=[O:16])[CH2:14][N+:2]([CH2:3][CH2:4][O:5][CH2:6][CH2:7][OH:8])([CH3:9])[CH3:1])[CH3:11], predict the reactants needed to synthesize it. The reactants are: [CH3:1][N:2]([CH3:9])[CH2:3][CH2:4][O:5][CH2:6][CH2:7][OH:8].[CH2:10]([O:12][C:13](=[O:16])[CH2:14][Br:15])[CH3:11]. (3) Given the product [CH2:9]([O:8][C:5]1[CH:6]=[CH:7][C:2]([C:16]#[N:17])=[CH:3][CH:4]=1)[CH2:10][CH2:11][CH2:12][CH2:13][CH2:14][CH3:15], predict the reactants needed to synthesize it. The reactants are: Br[C:2]1[CH:7]=[CH:6][C:5]([O:8][CH2:9][CH2:10][CH2:11][CH2:12][CH2:13][CH2:14][CH3:15])=[CH:4][CH:3]=1.[CH3:16][N:17]1C(=O)CCC1. (4) The reactants are: [CH2:1]([Li])[CH2:2][CH2:3][CH3:4].C(NC(C)C)(C)C.Cl[C:14]1[CH:15]=[N:16][CH:17]=C(Cl)[C:19]=1C.[CH3:22][O:23][C:24]1[CH:25]=[C:26]([CH:32]=[O:33])[N:27]=[N:28][C:29]=1[O:30][CH3:31]. Given the product [CH3:4][C:3]1[CH:17]=[N:16][CH:15]=[C:14]([CH3:19])[C:2]=1[CH2:1][CH:32]([C:26]1[N:27]=[N:28][C:29]([O:30][CH3:31])=[C:24]([O:23][CH3:22])[CH:25]=1)[OH:33], predict the reactants needed to synthesize it. (5) Given the product [ClH:28].[ClH:28].[NH:8]1[CH2:9][CH2:10][CH:11]([NH:14][C:15]2[N:16]=[CH:17][C:18]3[C:23]([CH3:25])([CH3:24])[O:22][C:21]([CH3:27])([CH3:26])[C:19]=3[N:20]=2)[CH2:12][CH2:13]1, predict the reactants needed to synthesize it. The reactants are: C(OC([N:8]1[CH2:13][CH2:12][CH:11]([NH:14][C:15]2[N:16]=[CH:17][C:18]3[C:23]([CH3:25])([CH3:24])[O:22][C:21]([CH3:27])([CH3:26])[C:19]=3[N:20]=2)[CH2:10][CH2:9]1)=O)(C)(C)C.[ClH:28]. (6) Given the product [F:1][C:2]1[CH:10]=[C:9]2[C:5]([C:6]([C:20]3[CH:21]=[CH:22][C:23]4[NH:41][CH:40]=[N:26][C:27]=4[CH:28]=3)=[CH:7][N:8]2[S:11]([C:14]2[CH:15]=[CH:16][CH:17]=[CH:18][CH:19]=2)(=[O:12])=[O:13])=[CH:4][CH:3]=1, predict the reactants needed to synthesize it. The reactants are: [F:1][C:2]1[CH:10]=[C:9]2[C:5]([C:6]([C:20]3[CH:28]=[C:27]4[C:23](C=N[NH:26]4)=[CH:22][CH:21]=3)=[CH:7][N:8]2[S:11]([C:14]2[CH:19]=[CH:18][CH:17]=[CH:16][CH:15]=2)(=[O:13])=[O:12])=[CH:4][CH:3]=1.CC1(C)C(C)(C)OB(C2C=C[C:40]3[N:41](C(OC(C)(C)C)=O)C=NC=3C=2)O1.CC1(C)C(C)(C)OB(C2C=CC3N=CN(C(OC(C)(C)C)=O)C=3C=2)O1.FC1C=C2C(C(I)=CN2S(C2C=CC=CC=2)(=O)=O)=CC=1. (7) Given the product [Cl:19][C:5]1[CH:4]=[CH:3][C:2]([C@@:35]2([O:56][CH3:21])[C@H:34]([OH:33])[C@@H:39]([OH:40])[C@H:38]([OH:45])[C@@H:37]([CH2:50][OH:51])[O:36]2)=[CH:7][C:6]=1[CH2:8][C:9]1[CH:14]=[CH:13][C:12]([O:15][CH3:16])=[C:11]([F:17])[C:10]=1[F:18], predict the reactants needed to synthesize it. The reactants are: Br[C:2]1[CH:3]=[CH:4][C:5]([Cl:19])=[C:6]([CH2:8][C:9]2[CH:14]=[CH:13][C:12]([O:15][CH3:16])=[C:11]([F:17])[C:10]=2[F:18])[CH:7]=1.[Li][CH2:21]CCC.CCCCCC.C[Si](C)(C)[O:33][C@@H:34]1[C@@H:39]([O:40][Si](C)(C)C)[C@H:38]([O:45][Si](C)(C)C)[C@@H:37]([CH2:50][O:51][Si](C)(C)C)[O:36][C:35]1=[O:56]. (8) Given the product [Cl:23][Ti:24]([Cl:35])([C:25]1([CH3:34])[C:26]([CH3:33])=[C:27]([CH3:32])[C:28]([CH3:31])=[C:29]1[CH3:30])[O:14][C:5]1[C:4]([C:15]2[CH:20]=[CH:19][CH:18]=[CH:17][CH:16]=2)=[CH:3][C:2]([CH3:1])=[CH:7][C:6]=1[C:8]1[CH:13]=[CH:12][CH:11]=[CH:10][CH:9]=1, predict the reactants needed to synthesize it. The reactants are: [CH3:1][C:2]1[CH:7]=[C:6]([C:8]2[CH:13]=[CH:12][CH:11]=[CH:10][CH:9]=2)[C:5]([OH:14])=[C:4]([C:15]2[CH:20]=[CH:19][CH:18]=[CH:17][CH:16]=2)[CH:3]=1.[H-].[Na+].[Cl:23][Ti:24](Cl)([Cl:35])[C:25]1([CH3:34])[C:29]([CH3:30])=[C:28]([CH3:31])[C:27]([CH3:32])=[C:26]1[CH3:33]. (9) Given the product [CH2:1]([C:5]1[N:6]=[C:7]([CH3:27])[N:8]([CH2:35][CH:36]2[CH2:40][CH2:39][CH2:38][O:37]2)[C:9](=[O:26])[C:10]=1[CH2:11][C:12]1[CH:17]=[CH:16][C:15]([C:18]2[C:19]([C:24]#[N:25])=[CH:20][CH:21]=[CH:22][CH:23]=2)=[CH:14][CH:13]=1)[CH2:2][CH2:3][CH3:4], predict the reactants needed to synthesize it. The reactants are: [CH2:1]([C:5]1[N:6]=[C:7]([CH3:27])[NH:8][C:9](=[O:26])[C:10]=1[CH2:11][C:12]1[CH:17]=[CH:16][C:15]([C:18]2[C:19]([C:24]#[N:25])=[CH:20][CH:21]=[CH:22][CH:23]=2)=[CH:14][CH:13]=1)[CH2:2][CH2:3][CH3:4].C(=O)([O-])[O-].[K+].[K+].Br[CH2:35][CH:36]1[CH2:40][CH2:39][CH2:38][O:37]1.CN(C)C=O.